This data is from Reaction yield outcomes from USPTO patents with 853,638 reactions. The task is: Predict the reaction yield, written as a fraction of the theoretical maximum amount of product (1.0 means a 100% yield; for example, 0.34 means a 34% yield). (1) The reactants are [CH3:1][O:2][C:3](=[O:14])[CH2:4][C:5]1[CH:10]=[CH:9][CH:8]=[CH:7][C:6]=1[N+:11]([O-:13])=[O:12].C(=O)([O-])[O-].[K+].[K+].C1OCCOCCOCCOCCOCCOC1.[I-].[K+].Cl[CH2:42][C:43](=[O:45])[CH3:44]. The catalyst is C(#N)C. The product is [CH3:1][O:2][C:3](=[O:14])[CH:4]([C:5]1[CH:10]=[CH:9][CH:8]=[CH:7][C:6]=1[N+:11]([O-:13])=[O:12])[CH2:42][C:43](=[O:45])[CH3:44]. The yield is 0.510. (2) The reactants are [Br:1][C:2]1[CH:11]=[C:10]2[C:5]([CH:6]=[CH:7][N:8]=[C:9]2Cl)=[CH:4][C:3]=1[F:13].C([O-])(=[O:16])C.[NH4+]. The catalyst is C(O)(=O)C. The product is [Br:1][C:2]1[CH:11]=[C:10]2[C:5]([CH:6]=[CH:7][NH:8][C:9]2=[O:16])=[CH:4][C:3]=1[F:13]. The yield is 0.830. (3) The reactants are [Cl:1][C:2]1[C:3]([N+:12]([O-])=O)=[C:4]([CH:9]=[CH:10][CH:11]=1)[C:5]([O:7][CH3:8])=[O:6]. The catalyst is CCO.CC(O)=O.[Fe]. The product is [NH2:12][C:3]1[C:2]([Cl:1])=[CH:11][CH:10]=[CH:9][C:4]=1[C:5]([O:7][CH3:8])=[O:6]. The yield is 0.790. (4) The reactants are [N:1]1([CH2:6][CH2:7][N:8]2[C:16]3[C:11](=[CH:12][C:13]([N:17]4[CH:22]=[CH:21][C:20]([Sn](C)(C)C)=[CH:19][C:18]4=[O:27])=[CH:14][CH:15]=3)[CH:10]=[N:9]2)[CH2:5][CH2:4][CH2:3][CH2:2]1.[CH3:28][C:29]1[CH:30]=[CH:31][C:32]2[O:36][C:35](SC)=[N:34][C:33]=2[CH:39]=1.[ClH:40]. The catalyst is C1COCC1.C(Cl)Cl.CCOCC.[Cu](Br)Br. The product is [ClH:40].[CH3:28][C:29]1[CH:30]=[CH:31][C:32]2[O:36][C:35]([C:20]3[CH:21]=[CH:22][N:17]([C:13]4[CH:12]=[C:11]5[C:16](=[CH:15][CH:14]=4)[N:8]([CH2:7][CH2:6][N:1]4[CH2:5][CH2:4][CH2:3][CH2:2]4)[N:9]=[CH:10]5)[C:18](=[O:27])[CH:19]=3)=[N:34][C:33]=2[CH:39]=1. The yield is 0.240. (5) The reactants are [F:1][C:2]1[C:7]([O:8][CH3:9])=[C:6]([N+:10]([O-])=O)[CH:5]=[CH:4][C:3]=1[N:13]1[CH2:18][CH2:17][N:16]([C:19](=[O:21])[CH3:20])[CH2:15][CH2:14]1. The catalyst is C(O)C.CCOC(C)=O.[Pt](=O)=O. The product is [NH2:10][C:6]1[CH:5]=[CH:4][C:3]([N:13]2[CH2:14][CH2:15][N:16]([C:19](=[O:21])[CH3:20])[CH2:17][CH2:18]2)=[C:2]([F:1])[C:7]=1[O:8][CH3:9]. The yield is 1.00. (6) The reactants are [Br:1][C:2]1[CH:3]=[C:4]([O:10][C:11]2[CH:16]=[CH:15][C:14]([F:17])=[CH:13][CH:12]=2)[C:5]([C:8]#[N:9])=[N:6][CH:7]=1.[OH-:18].[Na+]. The catalyst is S(=O)(=O)(O)O. The product is [Br:1][C:2]1[CH:3]=[C:4]([O:10][C:11]2[CH:16]=[CH:15][C:14]([F:17])=[CH:13][CH:12]=2)[C:5]([C:8]([NH2:9])=[O:18])=[N:6][CH:7]=1. The yield is 1.00.